From a dataset of Full USPTO retrosynthesis dataset with 1.9M reactions from patents (1976-2016). Predict the reactants needed to synthesize the given product. (1) Given the product [NH2:28][C:3]1[C:4]2[N:14]=[C:13]3[CH2:15][O:16][CH2:17][C@H:18]([CH2:19][NH:20][C:21](=[O:27])[O:22][C:23]([CH3:26])([CH3:25])[CH3:24])[N:12]3[C:5]=2[C:6]2[C:11](=[CH:10][CH:9]=[CH:8][CH:7]=2)[N:2]=1, predict the reactants needed to synthesize it. The reactants are: [O-][N+:2]1[C:11]2[C:6](=[CH:7][CH:8]=[CH:9][CH:10]=2)[C:5]2[N:12]3[C@@H:18]([CH2:19][NH:20][C:21](=[O:27])[O:22][C:23]([CH3:26])([CH3:25])[CH3:24])[CH2:17][O:16][CH2:15][C:13]3=[N:14][C:4]=2[CH:3]=1.[NH4+:28].[OH-].C1(C)C=CC(S(Cl)(=O)=O)=CC=1.O. (2) Given the product [Cl-:66].[Cl-:66].[CH3:31][SiH:32]([Zr+2:34]([C:49]1[C:57]2[C:56]3[CH:58]=[CH:59][CH:60]=[CH:61][C:55]=3[CH:54]=[CH:53][C:52]=2[CH2:51][C:50]=1[CH3:62])[C:35]1[C:43]2[C:42]3[CH:44]=[CH:45][CH:46]=[CH:47][C:41]=3[CH:40]=[CH:39][C:38]=2[CH2:37][C:36]=1[CH3:48])[CH3:33], predict the reactants needed to synthesize it. The reactants are: C(C1C=C(C=C(C(C)(C)C)C=1)[O-])(C)(C)C.C(C1C=C(C=C(C(C)(C)C)C=1)[O-])(C)(C)C.[CH3:31][SiH:32]([Zr+2:34]([C:49]1[C:57]2[C:56]3[CH:58]=[CH:59][CH:60]=[CH:61][C:55]=3[CH:54]=[CH:53][C:52]=2[CH2:51][C:50]=1[CH3:62])[C:35]1[C:43]2[C:42]3[CH:44]=[CH:45][CH:46]=[CH:47][C:41]=3[CH:40]=[CH:39][C:38]=2[CH2:37][C:36]=1[CH3:48])[CH3:33].C([Cl:66])(=O)C. (3) Given the product [Cl:18][C:12]1[CH:13]=[CH:14][CH:15]=[C:16]([F:17])[C:11]=1[C:9]1[NH:10][C:5]2[CH:4]=[N:3][C:2]([C:27]3[CH:28]=[CH:29][C:24]([S:21]([N:20]([CH3:34])[CH3:19])(=[O:23])=[O:22])=[CH:25][C:26]=3[CH3:33])=[N:7][C:6]=2[CH:8]=1, predict the reactants needed to synthesize it. The reactants are: Cl[C:2]1[N:3]=[CH:4][C:5]2[NH:10][C:9]([C:11]3[C:16]([F:17])=[CH:15][CH:14]=[CH:13][C:12]=3[Cl:18])=[CH:8][C:6]=2[N:7]=1.[CH3:19][N:20]([CH3:34])[S:21]([C:24]1[CH:29]=[CH:28][C:27](B(O)O)=[C:26]([CH3:33])[CH:25]=1)(=[O:23])=[O:22].C(=O)([O-])[O-].[K+].[K+]. (4) Given the product [Cl:1][C:2]1[N:7]=[C:6]([NH:8][C:9]2[C:10]([O:16][CH:19]3[CH2:20][CH2:21][O:43][CH2:18]3)=[CH:11][CH:12]=[CH:13][C:14]=2[F:15])[C:5]([Cl:17])=[CH:4][N:3]=1, predict the reactants needed to synthesize it. The reactants are: [Cl:1][C:2]1[N:7]=[C:6]([NH:8][C:9]2[C:14]([F:15])=[CH:13][CH:12]=[CH:11][C:10]=2[OH:16])[C:5]([Cl:17])=[CH:4][N:3]=1.[C:18]1(P([C:19]2[CH:18]=CC=[CH:21][CH:20]=2)[C:19]2[CH:18]=CC=[CH:21][CH:20]=2)C=C[CH:21]=[CH:20][CH:19]=1.C(Cl)Cl.N(C(OC(C)(C)C)=O)=NC(OC(C)(C)C)=[O:43]. (5) Given the product [F:1][C:2]1[CH:7]=[CH:6][C:5]([N:8]2[CH2:14][CH2:13][CH2:12][CH:11]=[CH:10][C:9]2=[O:22])=[CH:4][CH:3]=1, predict the reactants needed to synthesize it. The reactants are: [F:1][C:2]1[CH:7]=[CH:6][C:5]([N:8]2[CH2:14][CH2:13][CH2:12][CH2:11][CH:10]([Se]C3C=CC=CC=3)[C:9]2=[O:22])=[CH:4][CH:3]=1.N1C=CC=CC=1.OO. (6) The reactants are: [NH2:1][C:2]1[S:3][C:4]([C:7]#[N:8])=[CH:5][N:6]=1.Cl[C:10]1[N:15]=[CH:14][N:13]=[C:12]([Cl:16])[CH:11]=1.[O-]P([O-])([O-])=O.[K+].[K+].[K+].OP(O)(O)=O. Given the product [Cl:16][C:12]1[N:13]=[CH:14][N:15]=[C:10]([NH:1][C:2]2[S:3][C:4]([C:7]#[N:8])=[CH:5][N:6]=2)[CH:11]=1, predict the reactants needed to synthesize it. (7) Given the product [CH2:24]([N:31]1[C:39]2[C:34](=[C:35]([NH:40][C:15]([C:12]3[N:9]4[CH:10]=[CH:11][C:6]([O:5][CH2:4][CH2:3][O:2][CH3:1])=[CH:7][C:8]4=[N:14][CH:13]=3)=[O:17])[CH:36]=[CH:37][CH:38]=2)[C:33]([I:41])=[N:32]1)[C:25]1[CH:26]=[CH:27][CH:28]=[CH:29][CH:30]=1, predict the reactants needed to synthesize it. The reactants are: [CH3:1][O:2][CH2:3][CH2:4][O:5][C:6]1[CH:11]=[CH:10][N:9]2[C:12]([C:15]([OH:17])=O)=[CH:13][N:14]=[C:8]2[CH:7]=1.C(Cl)(=O)C(Cl)=O.[CH2:24]([N:31]1[C:39]2[CH:38]=[CH:37][CH:36]=[C:35]([NH2:40])[C:34]=2[C:33]([I:41])=[N:32]1)[C:25]1[CH:30]=[CH:29][CH:28]=[CH:27][CH:26]=1.C(N(C(C)C)CC)(C)C.